The task is: Predict the product of the given reaction.. This data is from Forward reaction prediction with 1.9M reactions from USPTO patents (1976-2016). (1) Given the reactants [Br-].[CH2:2]([C:4]1([O:9][C:10](=[O:34])[CH2:11][O:12][C:13]2[C:18]([CH3:19])=[CH:17][C:16]([S+:20]3[C:24]4[CH:25]=[CH:26][CH:27]=[CH:28][C:23]=4[C:22]4[CH:29]=[CH:30][CH:31]=[CH:32][C:21]3=4)=[CH:15][C:14]=2[CH3:33])[CH2:8][CH2:7][CH2:6][CH2:5]1)[CH3:3].[CH3:35][C@:36]12[CH2:52][CH2:51][C:50](=[O:53])[CH2:49][CH:48]1[CH2:47][C:46](=[O:54])[C@@H:45]1[C@@H:37]2[CH2:38][C:39](=[O:75])[C@@:40]2([CH3:74])[C@H:44]1[CH2:43][CH2:42][C@@H:41]2[C@H:55]([CH3:73])[CH2:56][CH2:57][C:58]([O:60][CH2:61][CH2:62][C:63]([F:72])([F:71])[C:64]([F:70])([F:69])[S:65]([O-:68])(=[O:67])=[O:66])=[O:59].[Na+].O, predict the reaction product. The product is: [CH3:35][C@:36]12[CH2:52][CH2:51][C:50](=[O:53])[CH2:49][CH:48]1[CH2:47][C:46](=[O:54])[C@@H:45]1[C@@H:37]2[CH2:38][C:39](=[O:75])[C@@:40]2([CH3:74])[C@H:44]1[CH2:43][CH2:42][C@@H:41]2[C@H:55]([CH3:73])[CH2:56][CH2:57][C:58]([O:60][CH2:61][CH2:62][C:63]([F:72])([F:71])[C:64]([F:69])([F:70])[S:65]([O-:68])(=[O:66])=[O:67])=[O:59].[CH2:2]([C:4]1([O:9][C:10](=[O:34])[CH2:11][O:12][C:13]2[C:14]([CH3:33])=[CH:15][C:16]([S+:20]3[C:21]4[CH:32]=[CH:31][CH:30]=[CH:29][C:22]=4[C:23]4[CH:28]=[CH:27][CH:26]=[CH:25][C:24]3=4)=[CH:17][C:18]=2[CH3:19])[CH2:8][CH2:7][CH2:6][CH2:5]1)[CH3:3]. (2) Given the reactants [Cl:1][C:2]1[CH:7]=[C:6]([C:8]([F:17])([C:13]([F:16])([F:15])[F:14])[C:9]([F:12])([F:11])[F:10])[CH:5]=[C:4]([C:18]([F:21])([F:20])[F:19])[C:3]=1[NH:22][C:23](=[O:33])[C:24]1[CH:29]=[CH:28][C:27](I)=[C:26]([NH:31][CH3:32])[CH:25]=1.[Cu][C:35]#[N:36].S([O-])([O-])(=O)=S.[Na+].[Na+], predict the reaction product. The product is: [Cl:1][C:2]1[CH:7]=[C:6]([C:8]([F:17])([C:13]([F:16])([F:15])[F:14])[C:9]([F:12])([F:11])[F:10])[CH:5]=[C:4]([C:18]([F:21])([F:20])[F:19])[C:3]=1[NH:22][C:23](=[O:33])[C:24]1[CH:29]=[CH:28][C:27]([C:35]#[N:36])=[C:26]([NH:31][CH3:32])[CH:25]=1. (3) The product is: [CH3:1][O:2][C:3]([C:5]1[C:9]2[CH:10]=[CH:11][C:12]([O:14][S:25]([C:24]([F:37])([F:36])[F:23])(=[O:27])=[O:26])=[CH:13][C:8]=2[O:7][C:6]=1[CH3:15])=[O:4]. Given the reactants [CH3:1][O:2][C:3]([C:5]1[C:9]2[CH:10]=[CH:11][C:12]([OH:14])=[CH:13][C:8]=2[O:7][C:6]=1[CH3:15])=[O:4].C(N(CC)CC)C.[F:23][C:24]([F:37])([F:36])[S:25](O[S:25]([C:24]([F:37])([F:36])[F:23])(=[O:27])=[O:26])(=[O:27])=[O:26], predict the reaction product. (4) Given the reactants [CH3:1][C:2]1[CH:10]=[CH:9][C:5]2[N:6]=[CH:7][O:8][C:4]=2[CH:3]=1.[Br:11]N1C(=O)CCC1=O.N(C(C)(C)C#N)=NC(C)(C)C#N, predict the reaction product. The product is: [Br:11][CH2:1][C:2]1[CH:10]=[CH:9][C:5]2[N:6]=[CH:7][O:8][C:4]=2[CH:3]=1. (5) Given the reactants [O:1]=[C:2]1[CH:7]=[C:6]([C:8]2[CH:9]=[N:10][C:11]3[N:12]([N:14]=[CH:15][C:16]=3[C:17]3[CH:18]=[C:19]([C:22]([NH:24][CH2:25][C:26]([F:29])([F:28])[F:27])=[O:23])[S:20][CH:21]=3)[CH:13]=2)[CH:5]=[CH:4][NH:3]1.Cl.Cl[CH2:32][CH2:33][N:34]1[CH2:39][CH2:38][CH2:37][CH2:36][CH2:35]1.C([O-])([O-])=O.[Cs+].[Cs+].[Na+].[I-], predict the reaction product. The product is: [O:1]=[C:2]1[CH:7]=[C:6]([C:8]2[CH:9]=[N:10][C:11]3[N:12]([N:14]=[CH:15][C:16]=3[C:17]3[CH:18]=[C:19]([C:22]([NH:24][CH2:25][C:26]([F:28])([F:27])[F:29])=[O:23])[S:20][CH:21]=3)[CH:13]=2)[CH:5]=[CH:4][N:3]1[CH2:32][CH2:33][N:34]1[CH2:39][CH2:38][CH2:37][CH2:36][CH2:35]1. (6) Given the reactants [Cl:1][C:2]1[CH:7]=[CH:6][C:5]([N:8]=[CH:9][C:10]2[CH:15]=[CH:14][CH:13]=[C:12]([N+:16]([O-:18])=[O:17])[CH:11]=2)=[CH:4][CH:3]=1.O.[O-]S(C(F)(F)F)(=O)=O.[Yb+3].[O-]S(C(F)(F)F)(=O)=O.[O-]S(C(F)(F)F)(=O)=O.[CH:45](=[O:49])[CH:46]([CH3:48])[CH3:47].O, predict the reaction product. The product is: [Cl:1][C:2]1[CH:3]=[C:4]2[C:5](=[CH:6][CH:7]=1)[NH:8][CH:9]([C:10]1[CH:15]=[CH:14][CH:13]=[C:12]([N+:16]([O-:18])=[O:17])[CH:11]=1)[C:46]([CH3:48])([CH3:47])[CH:45]2[OH:49]. (7) Given the reactants CC([O:4][C:5]([C:7]([O:10][C:11]1[CH:12]=[CH:13][C:14]([C:17]([C:19]2[CH:20]=[CH:21][C:22]([Cl:25])=[CH:23][CH:24]=2)=[O:18])=[CH:15][CH:16]=1)([CH3:9])[CH3:8])=[O:6])C.[OH-].[Na+].Cl, predict the reaction product. The product is: [CH3:9][C:7]([O:10][C:11]1[CH:12]=[CH:13][C:14]([C:17]([C:19]2[CH:24]=[CH:23][C:22]([Cl:25])=[CH:21][CH:20]=2)=[O:18])=[CH:15][CH:16]=1)([C:5]([OH:6])=[O:4])[CH3:8]. (8) Given the reactants [Br:1][C:2]1[CH:7]=[CH:6][C:5](I)=[CH:4][CH:3]=1.C([Li])CCC.[C:14]1(=[O:19])[CH2:18][CH2:17][CH2:16]C1, predict the reaction product. The product is: [Br:1][C:2]1[CH:7]=[CH:6][C:5]([C:14]2([OH:19])[CH2:16][CH2:17][CH2:18]2)=[CH:4][CH:3]=1. (9) Given the reactants [CH2:1]([O:3][C:4]1[CH:9]=[CH:8][CH:7]=[CH:6][C:5]=1[C:10]1[S:11][CH:12]=[CH:13][CH:14]=1)[CH3:2].[Br:15][C:16]1[CH:17]=[CH:18][C:19]([Cl:24])=[C:20]([CH:23]=1)[CH:21]=O, predict the reaction product. The product is: [Br:15][C:16]1[CH:17]=[CH:18][C:19]([Cl:24])=[C:20]([CH2:21][C:12]2[S:11][C:10]([C:5]3[CH:6]=[CH:7][CH:8]=[CH:9][C:4]=3[O:3][CH2:1][CH3:2])=[CH:14][CH:13]=2)[CH:23]=1. (10) Given the reactants [O:1]1[CH2:5][CH2:4][O:3][CH:2]1[CH2:6][CH2:7][CH2:8][CH2:9][O:10][C:11]1[CH:12]=[C:13]([C:17]([OH:29])([C:23]2[CH:28]=[CH:27][CH:26]=[CH:25][CH:24]=2)[C:18]([O:20]CC)=[O:19])[CH:14]=[CH:15][CH:16]=1.[OH-].[Na+].S([O-])(O)(=O)=O.[K+], predict the reaction product. The product is: [O:1]1[CH2:5][CH2:4][O:3][CH:2]1[CH2:6][CH2:7][CH2:8][CH2:9][O:10][C:11]1[CH:12]=[C:13]([C:17]([OH:29])([C:23]2[CH:28]=[CH:27][CH:26]=[CH:25][CH:24]=2)[C:18]([OH:20])=[O:19])[CH:14]=[CH:15][CH:16]=1.